Dataset: Full USPTO retrosynthesis dataset with 1.9M reactions from patents (1976-2016). Task: Predict the reactants needed to synthesize the given product. Given the product [O:6]1[C:29]2([CH2:34][CH2:33][O:32][CH2:31][CH2:30]2)[CH:28]1[CH2:27][O:26][C@H:25]1[C@H:20]([C:17]2[CH:16]=[CH:15][C:14]([O:13][CH3:12])=[CH:19][CH:18]=2)[C@@H:21]([O:45][CH2:46][C:47]2[CH:48]=[CH:49][C:50]3[O:55][CH2:54][C:53](=[O:56])[N:52]([CH2:57][CH2:58][CH2:59][O:60][CH3:61])[C:51]=3[CH:62]=2)[CH2:22][N:23]([C:35]([O:37][CH2:38][C:39]2[CH:44]=[CH:43][CH:42]=[CH:41][CH:40]=2)=[O:36])[CH2:24]1, predict the reactants needed to synthesize it. The reactants are: ClC1C=C(C=CC=1)C(OO)=[O:6].[CH3:12][O:13][C:14]1[CH:19]=[CH:18][C:17]([C@H:20]2[C@H:25]([O:26][CH2:27][CH:28]=[C:29]3[CH2:34][CH2:33][O:32][CH2:31][CH2:30]3)[CH2:24][N:23]([C:35]([O:37][CH2:38][C:39]3[CH:44]=[CH:43][CH:42]=[CH:41][CH:40]=3)=[O:36])[CH2:22][C@@H:21]2[O:45][CH2:46][C:47]2[CH:48]=[CH:49][C:50]3[O:55][CH2:54][C:53](=[O:56])[N:52]([CH2:57][CH2:58][CH2:59][O:60][CH3:61])[C:51]=3[CH:62]=2)=[CH:16][CH:15]=1.